Predict the reactants needed to synthesize the given product. From a dataset of Full USPTO retrosynthesis dataset with 1.9M reactions from patents (1976-2016). (1) Given the product [C:1]([C:4]1[CH:5]=[CH:6][C:7]([CH:15]2[CH2:20][CH2:19][CH2:18][N:17]([C:21]([O:23][C:24]([CH3:27])([CH3:26])[CH3:25])=[O:22])[CH2:16]2)=[C:8]2[C:12]=1[NH:11][C:10]([CH3:13])=[C:9]2[CH3:14])(=[O:3])[NH2:2], predict the reactants needed to synthesize it. The reactants are: [C:1]([C:4]1[CH:5]=[CH:6][C:7]([C:15]2[CH2:16][N:17]([C:21]([O:23][C:24]([CH3:27])([CH3:26])[CH3:25])=[O:22])[CH2:18][CH2:19][CH:20]=2)=[C:8]2[C:12]=1[NH:11][C:10]([CH3:13])=[C:9]2[CH3:14])(=[O:3])[NH2:2].CN(C=O)C. (2) Given the product [ClH:22].[CH3:1][O:2][C:3]1[CH:12]=[CH:11][C:6]2[N:7]=[C:8]([NH:10][C:14](=[O:21])[C:15]3[CH:20]=[CH:19][CH:18]=[N:17][CH:16]=3)[S:9][C:5]=2[CH:4]=1, predict the reactants needed to synthesize it. The reactants are: [CH3:1][O:2][C:3]1[CH:12]=[CH:11][C:6]2[N:7]=[C:8]([NH2:10])[S:9][C:5]=2[CH:4]=1.Cl.[C:14]([Cl:22])(=[O:21])[C:15]1[CH:20]=[CH:19][CH:18]=[N:17][CH:16]=1. (3) The reactants are: C([O:3][C:4](=[O:32])[CH2:5][C@@H:6]([N:10]1[C:14]2[CH:15]=[C:16]([CH3:19])[CH:17]=[CH:18][C:13]=2[N:12]([CH2:20][C:21]2[C:22]3[C:29]([CH3:30])=[CH:28][CH:27]=[CH:26][C:23]=3[S:24][CH:25]=2)[C:11]1=[O:31])[CH2:7][CH2:8][CH3:9])C.[OH-].[Na+].Cl. Given the product [CH3:19][C:16]1[CH:17]=[CH:18][C:13]2[N:12]([CH2:20][C:21]3[C:22]4[C:29]([CH3:30])=[CH:28][CH:27]=[CH:26][C:23]=4[S:24][CH:25]=3)[C:11](=[O:31])[N:10]([C@@H:6]([CH2:7][CH2:8][C:9]3[CH:8]=[CH:7][CH:6]=[CH:5][CH:4]=3)[CH2:5][C:4]([OH:3])=[O:32])[C:14]=2[CH:15]=1, predict the reactants needed to synthesize it. (4) Given the product [CH2:1]([O:8][C:9](=[O:34])[C@H:10]([CH2:19][CH2:20][CH2:21][CH2:22][NH:23][C:24]([O:26][CH2:27][C:28]1[CH:29]=[CH:30][CH:31]=[CH:32][CH:33]=1)=[O:25])[N:11]([CH2:12][C:13]1[CH:18]=[CH:17][CH:16]=[CH:15][CH:14]=1)[S:42]([C:39]1[CH:40]=[CH:41][C:36]([CH3:35])=[CH:37][CH:38]=1)(=[O:44])=[O:43])[C:2]1[CH:7]=[CH:6][CH:5]=[CH:4][CH:3]=1, predict the reactants needed to synthesize it. The reactants are: [CH2:1]([O:8][C:9](=[O:34])[C@H:10]([CH2:19][CH2:20][CH2:21][CH2:22][NH:23][C:24]([O:26][CH2:27][C:28]1[CH:33]=[CH:32][CH:31]=[CH:30][CH:29]=1)=[O:25])[NH:11][CH2:12][C:13]1[CH:18]=[CH:17][CH:16]=[CH:15][CH:14]=1)[C:2]1[CH:7]=[CH:6][CH:5]=[CH:4][CH:3]=1.[CH3:35][C:36]1[CH:41]=[CH:40][C:39]([S:42](Cl)(=[O:44])=[O:43])=[CH:38][CH:37]=1. (5) Given the product [NH2:31][C:29]1[S:30][C:13]2[C:12]([O:11][C@@H:10]([CH3:32])[CH2:9][OH:8])=[N:17][C:16]([S:18][CH2:19][C:20]3[CH:25]=[CH:24][CH:23]=[C:22]([F:26])[C:21]=3[F:27])=[N:15][C:14]=2[N:28]=1, predict the reactants needed to synthesize it. The reactants are: [Si]([O:8][CH2:9][C@H:10]([CH3:32])[O:11][C:12]1[C:13]2[S:30][C:29]([NH2:31])=[N:28][C:14]=2[N:15]=[C:16]([S:18][CH2:19][C:20]2[CH:25]=[CH:24][CH:23]=[C:22]([F:26])[C:21]=2[F:27])[N:17]=1)(C(C)(C)C)(C)C.CCCC[N+](CCCC)(CCCC)CCCC.[F-]. (6) Given the product [CH2:1]([N:8]([CH2:16][CH2:17][O:18][C:23]1[CH:24]=[CH:25][C:20]([F:19])=[CH:21][CH:22]=1)[C:9]([O:11][C:12]([CH3:13])([CH3:14])[CH3:15])=[O:10])[C:2]1[CH:7]=[CH:6][CH:5]=[CH:4][CH:3]=1, predict the reactants needed to synthesize it. The reactants are: [CH2:1]([N:8]([CH2:16][CH2:17][OH:18])[C:9]([O:11][C:12]([CH3:15])([CH3:14])[CH3:13])=[O:10])[C:2]1[CH:7]=[CH:6][CH:5]=[CH:4][CH:3]=1.[F:19][C:20]1[CH:25]=[CH:24][C:23](O)=[CH:22][CH:21]=1.C1C=CC(P(C2C=CC=CC=2)C2C=CC=CC=2)=CC=1.CC(OC(/N=N/C(OC(C)C)=O)=O)C. (7) Given the product [NH2:28][CH2:27][C:26]1[CH:25]=[CH:24][C:23]([C:21]([NH:20][C:10]2[C:9]([NH:8][C:6](=[O:7])[O:5][C:1]([CH3:4])([CH3:3])[CH3:2])=[CH:13][N:12]([C:14]3[CH:19]=[CH:18][CH:17]=[CH:16][CH:15]=3)[N:11]=2)=[O:22])=[CH:40][CH:39]=1, predict the reactants needed to synthesize it. The reactants are: [C:1]([O:5][C:6]([NH:8][C:9]1[C:10]([NH:20][C:21]([C:23]2[CH:40]=[CH:39][C:26]([CH2:27][NH:28]C(=O)OCC3C=CC=CC=3)=[CH:25][CH:24]=2)=[O:22])=[N:11][N:12]([C:14]2[CH:19]=[CH:18][CH:17]=[CH:16][CH:15]=2)[CH:13]=1)=[O:7])([CH3:4])([CH3:3])[CH3:2]. (8) Given the product [C:19]([O:23][C:24]([N:26]1[CH2:27][CH:28]=[C:29]([C:2]2[C:7]([C:8]#[C:9][C:10]3[CH:11]=[N:12][C:13]([NH2:16])=[CH:14][CH:15]=3)=[C:6]([CH3:17])[N:5]=[C:4]([NH2:18])[N:3]=2)[CH2:30][CH2:31]1)=[O:25])([CH3:22])([CH3:20])[CH3:21], predict the reactants needed to synthesize it. The reactants are: Cl[C:2]1[C:7]([C:8]#[C:9][C:10]2[CH:11]=[N:12][C:13]([NH2:16])=[CH:14][CH:15]=2)=[C:6]([CH3:17])[N:5]=[C:4]([NH2:18])[N:3]=1.[C:19]([O:23][C:24]([N:26]1[CH2:31][CH:30]=[C:29](B2OC(C)(C)C(C)(C)O2)[CH2:28][CH2:27]1)=[O:25])([CH3:22])([CH3:21])[CH3:20].C([O-])([O-])=O.[Na+].[Na+].[Li+].[Cl-].